Dataset: Reaction yield outcomes from USPTO patents with 853,638 reactions. Task: Predict the reaction yield, written as a fraction of the theoretical maximum amount of product (1.0 means a 100% yield; for example, 0.34 means a 34% yield). (1) The reactants are [C:1]([C:4]1[CH:9]=[CH:8][C:7]([N:10]2[C:15](=[O:16])[C:14]([CH2:17][C:18]3[CH:23]=[CH:22][C:21]([C:24]4[C:25]([C:30]#[N:31])=[CH:26][CH:27]=[CH:28][CH:29]=4)=[CH:20][CH:19]=3)=[C:13]([CH2:32][CH2:33][CH3:34])[N:12]=[C:11]2[CH3:35])=[CH:6][CH:5]=1)(=[O:3])[CH3:2].[CH3:36][Mg]Br.S([O-])(O)(=O)=O.[K+]. The catalyst is O1CCCC1. The product is [OH:3][C:1]([C:4]1[CH:5]=[CH:6][C:7]([N:10]2[C:15](=[O:16])[C:14]([CH2:17][C:18]3[CH:23]=[CH:22][C:21]([C:24]4[C:25]([C:30]#[N:31])=[CH:26][CH:27]=[CH:28][CH:29]=4)=[CH:20][CH:19]=3)=[C:13]([CH2:32][CH2:33][CH3:34])[N:12]=[C:11]2[CH3:35])=[CH:8][CH:9]=1)([CH3:36])[CH3:2]. The yield is 0.350. (2) The reactants are [Cl-].O[NH3+:3].[C:4](=[O:7])([O-])[OH:5].[Na+].CS(C)=O.[CH2:13]([C:15]([OH:54])([CH2:52][CH3:53])[CH2:16][O:17][C@H:18]1[CH2:23][CH2:22][C@H:21]([N:24]2[C:29](=[O:30])[C:28]([CH2:31][C:32]3[CH:37]=[CH:36][C:35]([C:38]4[C:39]([C:44]#[N:45])=[CH:40][CH:41]=[CH:42][CH:43]=4)=[CH:34][CH:33]=3)=[C:27]([CH2:46][CH2:47][CH3:48])[N:26]3[N:49]=[CH:50][N:51]=[C:25]23)[CH2:20][CH2:19]1)[CH3:14]. The catalyst is C(OCC)(=O)C. The product is [CH2:13]([C:15]([OH:54])([CH2:52][CH3:53])[CH2:16][O:17][C@H:18]1[CH2:23][CH2:22][C@H:21]([N:24]2[C:29](=[O:30])[C:28]([CH2:31][C:32]3[CH:33]=[CH:34][C:35]([C:38]4[CH:43]=[CH:42][CH:41]=[CH:40][C:39]=4[C:44]4[NH:3][C:4](=[O:7])[O:5][N:45]=4)=[CH:36][CH:37]=3)=[C:27]([CH2:46][CH2:47][CH3:48])[N:26]3[N:49]=[CH:50][N:51]=[C:25]23)[CH2:20][CH2:19]1)[CH3:14]. The yield is 0.650. (3) The reactants are [F:1][C:2]([F:20])([C:14]1[CH:19]=[CH:18][CH:17]=[CH:16][CH:15]=1)[CH2:3][O:4][CH2:5][CH2:6][C:7]([F:13])([F:12])[CH2:8][CH2:9][CH:10]=C.FC(F)(CCOCCCCC1C=CC=CC=1)CCC=[O:26]. No catalyst specified. The product is [F:1][C:2]([F:20])([C:14]1[CH:19]=[CH:18][CH:17]=[CH:16][CH:15]=1)[CH2:3][O:4][CH2:5][CH2:6][C:7]([F:13])([F:12])[CH2:8][CH2:9][CH:10]=[O:26]. The yield is 0.600.